Dataset: Catalyst prediction with 721,799 reactions and 888 catalyst types from USPTO. Task: Predict which catalyst facilitates the given reaction. (1) Reactant: C([O:4][C:5]1[N:6]=[C:7]([C:29]([O:31]CC)=[O:30])[C:8]2[CH2:9][CH2:10][N:11]([CH2:20][C:21]3[CH:26]=[CH:25][C:24]([F:27])=[C:23]([Cl:28])[CH:22]=3)[C:12](=[O:19])[C:13]=2[C:14]=1[O:15]C(=O)C)(=O)C.[OH-].[Li+]. Product: [Cl:28][C:23]1[CH:22]=[C:21]([CH:26]=[CH:25][C:24]=1[F:27])[CH2:20][N:11]1[CH2:10][CH2:9][C:8]2[C:13](=[C:14]([OH:15])[C:5](=[O:4])[NH:6][C:7]=2[C:29]([OH:31])=[O:30])[C:12]1=[O:19]. The catalyst class is: 87. (2) Reactant: Cl[CH2:2][C:3]1[C:4]([C:9]2[CH:14]=[CH:13][CH:12]=[C:11]([Cl:15])[CH:10]=2)=[N:5][CH:6]=[CH:7][CH:8]=1.[OH:16][C:17]1[C:18]([CH:25]=[O:26])=[CH:19][C:20]([O:23][CH3:24])=[N:21][CH:22]=1.C(=O)([O-])[O-].[K+].[K+]. Product: [Cl:15][C:11]1[CH:10]=[C:9]([C:4]2[C:3]([CH2:2][O:16][C:17]3[C:18]([CH:25]=[O:26])=[CH:19][C:20]([O:23][CH3:24])=[N:21][CH:22]=3)=[CH:8][CH:7]=[CH:6][N:5]=2)[CH:14]=[CH:13][CH:12]=1. The catalyst class is: 23. (3) Reactant: [OH:1][C@H:2]1[CH2:6][NH:5][C@H:4]([C:7]([OH:9])=[O:8])[CH2:3]1.[OH-].[Na+].[CH3:12][C:13]([O:16][C:17](O[C:17]([O:16][C:13]([CH3:15])([CH3:14])[CH3:12])=[O:18])=[O:18])([CH3:15])[CH3:14]. Product: [C:13]([O:16][C:17]([N:5]1[CH2:6][C@H:2]([OH:1])[CH2:3][C@H:4]1[C:7]([OH:9])=[O:8])=[O:18])([CH3:15])([CH3:14])[CH3:12]. The catalyst class is: 20. (4) Reactant: [CH:1]([N:4]1[C:8]([C:9]2[N:18]=[C:17]3[N:11]([CH2:12][CH2:13][O:14][C:15]4[CH:22]=[CH:21][C:20]([S:23][CH:24]5[CH2:29][CH2:28][N:27]([C:30]([CH3:35])([CH3:34])[C:31]([NH2:33])=[O:32])[CH2:26][CH2:25]5)=[CH:19][C:16]=43)[CH:10]=2)=[N:7][CH:6]=[N:5]1)([CH3:3])[CH3:2].C(O)(C(F)(F)F)=[O:37].C1C=C(Cl)C=C(C(OO)=O)C=1. Product: [CH:1]([N:4]1[C:8]([C:9]2[N:18]=[C:17]3[C:16]4[CH:19]=[C:20]([S:23]([CH:24]5[CH2:29][CH2:28][N:27]([C:30]([CH3:35])([CH3:34])[C:31]([NH2:33])=[O:32])[CH2:26][CH2:25]5)=[O:37])[CH:21]=[CH:22][C:15]=4[O:14][CH2:13][CH2:12][N:11]3[CH:10]=2)=[N:7][CH:6]=[N:5]1)([CH3:3])[CH3:2]. The catalyst class is: 2. (5) Reactant: [C:1]([C:3]1[CH:8]=[CH:7][C:6]([NH:9][CH2:10][CH2:11][N:12]([CH2:22][CH:23]2[CH2:28][CH2:27][CH2:26][CH2:25][CH2:24]2)[S:13]([C:16]2[CH:21]=[CH:20][CH:19]=[CH:18][N:17]=2)(=[O:15])=[O:14])=[C:5]([F:29])[CH:4]=1)#[N:2].ClCC1NC=NC=1.Cl.NC1C=CC=CC=1.[H-].[Na+].Cl[CH2:48][C:49]1[N:53]([CH3:54])[CH:52]=[N:51][CH:50]=1. Product: [NH2:9][CH2:10][CH2:11][N:12]([CH2:22][CH:23]1[CH2:28][CH2:27][CH2:26][CH2:25][CH2:24]1)[S:13]([C:16]1[CH:21]=[CH:20][CH:19]=[CH:18][N:17]=1)(=[O:15])=[O:14].[C:1]([C:3]1[CH:8]=[CH:7][C:6]([N:9]([CH2:48][C:49]2[N:53]([CH3:54])[CH:52]=[N:51][CH:50]=2)[CH2:10][CH2:11][N:12]([CH2:22][CH:23]2[CH2:24][CH2:25][CH2:26][CH2:27][CH2:28]2)[S:13]([C:16]2[CH:21]=[CH:20][CH:19]=[CH:18][N:17]=2)(=[O:15])=[O:14])=[C:5]([F:29])[CH:4]=1)#[N:2]. The catalyst class is: 18. (6) The catalyst class is: 5. Product: [F:9][C@H:10]1[CH2:14][CH2:13][N:12]([C:4](=[O:6])[CH2:3][N+:1]#[C-:2])[CH2:11]1. Reactant: [N+:1]([CH2:3][C:4]([O:6]C)=O)#[C-:2].Cl.[F:9][C@H:10]1[CH2:14][CH2:13][NH:12][CH2:11]1.C(N(CC)CC)C. (7) Reactant: [CH2:1]([O:5][C:6]1[CH:11]=[CH:10][C:9]([C:12]2[CH:17]=[CH:16][C:15](B(O)O)=[C:14]([F:21])[C:13]=2[F:22])=[CH:8][CH:7]=1)[CH2:2][CH2:3][CH3:4].C(O)(=[O:25])C.OO.S([O-])(O)=O.[Na+]. Product: [CH2:1]([O:5][C:6]1[CH:11]=[CH:10][C:9]([C:12]2[CH:17]=[CH:16][C:15]([OH:25])=[C:14]([F:21])[C:13]=2[F:22])=[CH:8][CH:7]=1)[CH2:2][CH2:3][CH3:4]. The catalyst class is: 13. (8) Reactant: Br[C:2]1[N:3]([CH3:17])[CH:4]=[C:5]([C:7]([O:9][CH2:10][C:11]2[CH:16]=[CH:15][CH:14]=[CH:13][CH:12]=2)=[O:8])[N:6]=1.P([O-])([O-])([O-])=O.[K+].[K+].[K+].[CH3:26][N:27]1[CH:31]=[C:30](B2OC(C)(C)C(C)(C)O2)[CH:29]=[N:28]1. Product: [CH3:17][N:3]1[CH:4]=[C:5]([C:7]([O:9][CH2:10][C:11]2[CH:16]=[CH:15][CH:14]=[CH:13][CH:12]=2)=[O:8])[N:6]=[C:2]1[C:30]1[CH:29]=[N:28][N:27]([CH3:26])[CH:31]=1. The catalyst class is: 104. (9) Reactant: [C:1]([O:5][C:6]([C@@H:8]1[CH2:12][CH2:11][CH2:10][NH:9]1)=[O:7])([CH3:4])([CH3:3])[CH3:2].Br[CH2:14][CH2:15][CH2:16][OH:17].C([O-])([O-])=O.[K+].[K+]. Product: [C:1]([O:5][C:6]([C@@H:8]1[CH2:12][CH2:11][CH2:10][N:9]1[CH2:14][CH2:15][CH2:16][OH:17])=[O:7])([CH3:4])([CH3:2])[CH3:3]. The catalyst class is: 23. (10) Reactant: [CH3:1][C:2]1[N:7]=[C:6]([C:8]([OH:10])=O)[C:5]([N:11]2[N:15]=[CH:14][CH:13]=[N:12]2)=[CH:4][CH:3]=1.C1C=CC2N(O)N=NC=2C=1.O.CCN=C=NCCCN(C)C.Cl.Cl.[F:40][C:41]1[CH:56]=[CH:55][C:44]2[N:45]=[C:46]([CH:48]3[CH2:53][CH2:52][CH:51]([CH3:54])[NH:50][CH2:49]3)[O:47][C:43]=2[CH:42]=1.C([O-])(O)=O.[Na+]. Product: [F:40][C:41]1[CH:56]=[CH:55][C:44]2[N:45]=[C:46]([C@H:48]3[CH2:49][N:50]([C:8]([C:6]4[C:5]([N:11]5[N:15]=[CH:14][CH:13]=[N:12]5)=[CH:4][CH:3]=[C:2]([CH3:1])[N:7]=4)=[O:10])[C@H:51]([CH3:54])[CH2:52][CH2:53]3)[O:47][C:43]=2[CH:42]=1. The catalyst class is: 3.